This data is from Full USPTO retrosynthesis dataset with 1.9M reactions from patents (1976-2016). The task is: Predict the reactants needed to synthesize the given product. Given the product [N+:1]([C:4]1[CH:5]=[N:6][C:7]2[C:12]([C:13]=1[NH:14][CH2:15][CH2:16][CH2:17][CH2:18][CH2:19][CH:20]=[O:21])=[CH:11][CH:10]=[CH:9][CH:8]=2)([O-:3])=[O:2], predict the reactants needed to synthesize it. The reactants are: [N+:1]([C:4]1[CH:5]=[N:6][C:7]2[C:12]([C:13]=1[NH:14][CH2:15][CH2:16][CH2:17][CH2:18][CH2:19][CH2:20][OH:21])=[CH:11][CH:10]=[CH:9][CH:8]=2)([O-:3])=[O:2].CS(C)=O.C(Cl)(=O)C(Cl)=O.C(N(CC)CC)C.